From a dataset of NCI-60 drug combinations with 297,098 pairs across 59 cell lines. Regression. Given two drug SMILES strings and cell line genomic features, predict the synergy score measuring deviation from expected non-interaction effect. (1) Drug 1: C1CC(C1)(C(=O)O)C(=O)O.[NH2-].[NH2-].[Pt+2]. Drug 2: CC12CCC3C(C1CCC2O)C(CC4=C3C=CC(=C4)O)CCCCCCCCCS(=O)CCCC(C(F)(F)F)(F)F. Cell line: KM12. Synergy scores: CSS=-1.25, Synergy_ZIP=-0.378, Synergy_Bliss=0.420, Synergy_Loewe=-4.85, Synergy_HSA=-3.31. (2) Drug 1: CCN(CC)CCCC(C)NC1=C2C=C(C=CC2=NC3=C1C=CC(=C3)Cl)OC. Drug 2: COCCOC1=C(C=C2C(=C1)C(=NC=N2)NC3=CC=CC(=C3)C#C)OCCOC.Cl. Cell line: OVCAR-5. Synergy scores: CSS=20.1, Synergy_ZIP=-1.72, Synergy_Bliss=6.19, Synergy_Loewe=-2.94, Synergy_HSA=4.24. (3) Synergy scores: CSS=14.2, Synergy_ZIP=-9.60, Synergy_Bliss=-4.43, Synergy_Loewe=-22.0, Synergy_HSA=-3.91. Drug 2: CC12CCC3C(C1CCC2OP(=O)(O)O)CCC4=C3C=CC(=C4)OC(=O)N(CCCl)CCCl.[Na+]. Drug 1: CC1OCC2C(O1)C(C(C(O2)OC3C4COC(=O)C4C(C5=CC6=C(C=C35)OCO6)C7=CC(=C(C(=C7)OC)O)OC)O)O. Cell line: SF-268. (4) Drug 1: C1CC(=O)NC(=O)C1N2CC3=C(C2=O)C=CC=C3N. Drug 2: C1=CC(=CC=C1CCC2=CNC3=C2C(=O)NC(=N3)N)C(=O)NC(CCC(=O)O)C(=O)O. Cell line: K-562. Synergy scores: CSS=36.1, Synergy_ZIP=6.48, Synergy_Bliss=4.21, Synergy_Loewe=-12.7, Synergy_HSA=6.01. (5) Drug 1: CC1C(C(=O)NC(C(=O)N2CCCC2C(=O)N(CC(=O)N(C(C(=O)O1)C(C)C)C)C)C(C)C)NC(=O)C3=C4C(=C(C=C3)C)OC5=C(C(=O)C(=C(C5=N4)C(=O)NC6C(OC(=O)C(N(C(=O)CN(C(=O)C7CCCN7C(=O)C(NC6=O)C(C)C)C)C)C(C)C)C)N)C. Drug 2: CC1CCC2CC(C(=CC=CC=CC(CC(C(=O)C(C(C(=CC(C(=O)CC(OC(=O)C3CCCCN3C(=O)C(=O)C1(O2)O)C(C)CC4CCC(C(C4)OC)OCCO)C)C)O)OC)C)C)C)OC. Cell line: OVCAR-4. Synergy scores: CSS=7.82, Synergy_ZIP=0.962, Synergy_Bliss=3.36, Synergy_Loewe=-2.79, Synergy_HSA=-1.22. (6) Cell line: HCT116. Synergy scores: CSS=6.22, Synergy_ZIP=-1.40, Synergy_Bliss=-0.194, Synergy_Loewe=-0.209, Synergy_HSA=0.798. Drug 2: CC12CCC3C(C1CCC2OP(=O)(O)O)CCC4=C3C=CC(=C4)OC(=O)N(CCCl)CCCl.[Na+]. Drug 1: C(CCl)NC(=O)N(CCCl)N=O.